Dataset: Catalyst prediction with 721,799 reactions and 888 catalyst types from USPTO. Task: Predict which catalyst facilitates the given reaction. (1) Reactant: I[Si](C)(C)C.COC([N:10]1[CH2:19][C:18]([CH3:21])([CH3:20])[C:17]2[C:12](=[CH:13][CH:14]=[CH:15][CH:16]=2)[CH:11]1[C:22]([OH:24])=[O:23])=O. Product: [CH3:20][C:18]1([CH3:21])[C:17]2[C:12](=[CH:13][CH:14]=[CH:15][CH:16]=2)[CH:11]([C:22]([OH:24])=[O:23])[NH:10][CH2:19]1. The catalyst class is: 22. (2) Reactant: [Cl:1][C:2]1[CH:7]=[CH:6][C:5]([C:8]2[CH:9]=[CH:10][C:11]([C:14]#[C:15][C:16]3[CH:17]=[CH:18][C:19]([O:24][CH2:25][CH2:26][N:27]4[CH2:31][CH2:30][CH2:29][CH2:28]4)=[C:20]([CH:23]=3)[CH:21]=O)=[N:12][CH:13]=2)=[CH:4][CH:3]=1.[C:32]([O-])([O-])=O.[K+].[K+]. Product: [Cl:1][C:2]1[CH:3]=[CH:4][C:5]([C:8]2[CH:9]=[CH:10][C:11]([C:14]#[C:15][C:16]3[CH:17]=[CH:18][C:19]([O:24][CH2:25][CH2:26][N:27]4[CH2:28][CH2:29][CH2:30][CH2:31]4)=[C:20]([C:21]#[CH:32])[CH:23]=3)=[N:12][CH:13]=2)=[CH:6][CH:7]=1. The catalyst class is: 100. (3) Reactant: [CH2:1]([O:8][C:9]1[CH:14]=[CH:13][C:12]([C:15](=[O:17])[CH3:16])=[CH:11][CH:10]=1)[C:2]1[CH:7]=[CH:6][CH:5]=[CH:4][CH:3]=1.[C:18]([C:22](OCC)=[O:23])([F:21])([F:20])[F:19].CC[O-].[Na+]. Product: [CH2:1]([O:8][C:9]1[CH:10]=[CH:11][C:12]([C:15](=[O:17])[CH2:16][C:22](=[O:23])[C:18]([F:21])([F:20])[F:19])=[CH:13][CH:14]=1)[C:2]1[CH:3]=[CH:4][CH:5]=[CH:6][CH:7]=1. The catalyst class is: 1. (4) Reactant: [Cl:1][C:2]1[CH:7]=[CH:6][CH:5]=[CH:4][C:3]=1[CH:8]([N:11]1[CH2:16][CH2:15][C:14]2[S:17][CH:18]=[CH:19][C:13]=2[CH2:12]1)[C:9]#N.Cl.[OH2:21].[OH-:22].[K+]. Product: [Cl:1][C:2]1[CH:7]=[CH:6][CH:5]=[CH:4][C:3]=1[CH:8]([N:11]1[CH2:16][CH2:15][C:14]2[S:17][CH:18]=[CH:19][C:13]=2[CH2:12]1)[C:9]([OH:22])=[O:21]. The catalyst class is: 107. (5) Reactant: [H-].[Na+].CN(C=O)C.[CH3:8][O:9][C:10]1[CH:19]=[CH:18][C:17]([C:20]2[CH:25]=[CH:24][CH:23]=[CH:22][CH:21]=2)=[C:16]2[C:11]=1[CH2:12][CH2:13][C:14](=[O:26])[NH:15]2.Br[CH2:28][C:29]1[CH:34]=[CH:33][C:32]([C:35]2[CH:40]=[CH:39][CH:38]=[CH:37][CH:36]=2)=[CH:31][CH:30]=1. Product: [C:32]1([C:35]2[CH:36]=[CH:37][CH:38]=[CH:39][CH:40]=2)[CH:31]=[CH:30][C:29]([CH2:28][N:15]2[C:16]3[C:11](=[C:10]([O:9][CH3:8])[CH:19]=[CH:18][C:17]=3[C:20]3[CH:25]=[CH:24][CH:23]=[CH:22][CH:21]=3)[CH2:12][CH2:13][C:14]2=[O:26])=[CH:34][CH:33]=1. The catalyst class is: 84. (6) Reactant: Br[C:2]1[CH:3]=[N:4][C:5]([C:8]2[CH:9]=[CH:10][C:11]([O:16][CH:17]([CH3:19])[CH3:18])=[C:12]([CH:15]=2)[C:13]#[N:14])=[N:6][CH:7]=1.[CH2:20]([C:22]1[C:27](B2OC(C)(C)C(C)(C)O2)=[CH:26][CH:25]=[CH:24][C:23]=1[O:37][CH2:38][CH2:39][CH2:40][C:41]([O:43][CH2:44][CH3:45])=[O:42])[CH3:21].P([O-])([O-])([O-])=O.[K+].[K+].[K+]. Product: [C:13]([C:12]1[CH:15]=[C:8]([C:5]2[N:4]=[CH:3][C:2]([C:27]3[C:22]([CH2:20][CH3:21])=[C:23]([O:37][CH2:38][CH2:39][CH2:40][C:41]([O:43][CH2:44][CH3:45])=[O:42])[CH:24]=[CH:25][CH:26]=3)=[CH:7][N:6]=2)[CH:9]=[CH:10][C:11]=1[O:16][CH:17]([CH3:19])[CH3:18])#[N:14]. The catalyst class is: 108. (7) Reactant: [C:1]([O:5][C:6]([N:8]1[CH2:13][CH2:12][CH:11]([NH:14][CH2:15][C:16]([O:18][CH2:19][CH3:20])=[O:17])[CH2:10][CH2:9]1)=[O:7])([CH3:4])([CH3:3])[CH3:2].C(N(CC)CC)C.Cl[C:29]([O:31][CH2:32][C:33]1[CH:38]=[CH:37][CH:36]=[CH:35][CH:34]=1)=[O:30]. Product: [C:1]([O:5][C:6]([N:8]1[CH2:9][CH2:10][CH:11]([N:14]([C:29]([O:31][CH2:32][C:33]2[CH:38]=[CH:37][CH:36]=[CH:35][CH:34]=2)=[O:30])[CH2:15][C:16]([O:18][CH2:19][CH3:20])=[O:17])[CH2:12][CH2:13]1)=[O:7])([CH3:4])([CH3:3])[CH3:2]. The catalyst class is: 2.